Dataset: NCI-60 drug combinations with 297,098 pairs across 59 cell lines. Task: Regression. Given two drug SMILES strings and cell line genomic features, predict the synergy score measuring deviation from expected non-interaction effect. (1) Drug 1: C(CC(=O)O)C(=O)CN.Cl. Drug 2: CC1C(C(CC(O1)OC2CC(CC3=C2C(=C4C(=C3O)C(=O)C5=CC=CC=C5C4=O)O)(C(=O)C)O)N)O. Synergy scores: CSS=36.0, Synergy_ZIP=0.0637, Synergy_Bliss=-1.40, Synergy_Loewe=-52.9, Synergy_HSA=-2.09. Cell line: SW-620. (2) Drug 1: COC1=NC(=NC2=C1N=CN2C3C(C(C(O3)CO)O)O)N. Drug 2: CCN(CC)CCCC(C)NC1=C2C=C(C=CC2=NC3=C1C=CC(=C3)Cl)OC. Cell line: HS 578T. Synergy scores: CSS=4.57, Synergy_ZIP=-1.65, Synergy_Bliss=0.281, Synergy_Loewe=-2.21, Synergy_HSA=-0.736. (3) Drug 1: C1=CC(=CC=C1CC(C(=O)O)N)N(CCCl)CCCl.Cl. Drug 2: CCCCC(=O)OCC(=O)C1(CC(C2=C(C1)C(=C3C(=C2O)C(=O)C4=C(C3=O)C=CC=C4OC)O)OC5CC(C(C(O5)C)O)NC(=O)C(F)(F)F)O. Cell line: U251. Synergy scores: CSS=31.2, Synergy_ZIP=-7.10, Synergy_Bliss=1.16, Synergy_Loewe=2.67, Synergy_HSA=1.46.